This data is from Forward reaction prediction with 1.9M reactions from USPTO patents (1976-2016). The task is: Predict the product of the given reaction. (1) Given the reactants C(N(C(C)C)CC)(C)C.[NH2:10][C:11]1[CH:26]=[CH:25][C:24]([Cl:27])=[CH:23][C:12]=1[C:13]([NH:15][CH2:16][CH:17]1[CH2:22][CH2:21][CH2:20][CH2:19][CH2:18]1)=[O:14].[CH3:28][C:29]1[C:37]([C:38]([F:41])([F:40])[F:39])=[CH:36][CH:35]=[CH:34][C:30]=1[C:31](O)=[O:32].CN(C(ON1N=NC2C=CC=NC1=2)=[N+](C)C)C.F[P-](F)(F)(F)(F)F, predict the reaction product. The product is: [Cl:27][C:24]1[CH:25]=[CH:26][C:11]([NH:10][C:31](=[O:32])[C:30]2[CH:34]=[CH:35][CH:36]=[C:37]([C:38]([F:39])([F:40])[F:41])[C:29]=2[CH3:28])=[C:12]([C:13]([NH:15][CH2:16][CH:17]2[CH2:22][CH2:21][CH2:20][CH2:19][CH2:18]2)=[O:14])[CH:23]=1. (2) The product is: [CH2:1]([C:3]1[C:4]([O:15][CH3:16])=[C:5]([CH:9]=[CH:10][C:11]=1[NH2:12])[C:6]([NH2:8])=[O:7])[CH3:2]. Given the reactants [CH2:1]([C:3]1[C:4]([O:15][CH3:16])=[C:5]([CH:9]=[CH:10][C:11]=1[N+:12]([O-])=O)[C:6]([NH2:8])=[O:7])[CH3:2], predict the reaction product.